Predict the product of the given reaction. From a dataset of Forward reaction prediction with 1.9M reactions from USPTO patents (1976-2016). Given the reactants [C:1]([C:3]1[CH:8]=[N:7][CH:6]=[CH:5][N:4]=1)#[N:2].[C:9](O)(=O)[C:10](C)([CH3:12])[CH3:11].[NH4+].[NH4+].[O-]S(OOS([O-])(=O)=O)(=O)=O, predict the reaction product. The product is: [C:10]([C:6]1[N:7]=[CH:8][C:3]([C:1]#[N:2])=[N:4][CH:5]=1)([CH3:12])([CH3:11])[CH3:9].